Task: Binary Classification. Given a drug SMILES string, predict its activity (active/inactive) in a high-throughput screening assay against a specified biological target.. Dataset: Cav3 T-type calcium channel HTS with 100,875 compounds (1) The compound is Clc1c(OCc2oc(C(=O)N3CCC(CC3)C)cc2)cccc1. The result is 0 (inactive). (2) The drug is O=C(NC1CCCCC1)C1(N(c2ccccc2)C(=O)c2nccnc2)CCCCC1. The result is 0 (inactive). (3) The drug is O=C1N(C(=O)CC1N1CCC(NC(=O)Nc2ccccc2)CC1)c1ccc(OCC)cc1. The result is 0 (inactive).